This data is from Forward reaction prediction with 1.9M reactions from USPTO patents (1976-2016). The task is: Predict the product of the given reaction. (1) Given the reactants [C:1]([O:5][C:6]([NH:8][C@H:9]1[CH2:13][CH2:12][C@@H:11]([C:14]([OH:16])=[O:15])[CH2:10]1)=[O:7])([CH3:4])([CH3:3])[CH3:2].C1C=CC2N(O)N=NC=2C=1.C(Cl)CCl.O[N:32]=[C:33]([C:35]1[CH:40]=[CH:39][CH:38]=[CH:37][CH:36]=1)[NH2:34], predict the reaction product. The product is: [NH2:34]/[C:33](=[N:32]\[O:15][C:14]([C@@H:11]1[CH2:12][CH2:13][C@H:9]([NH:8][C:6](=[O:7])[O:5][C:1]([CH3:4])([CH3:2])[CH3:3])[CH2:10]1)=[O:16])/[C:35]1[CH:40]=[CH:39][CH:38]=[CH:37][CH:36]=1. (2) Given the reactants Br[C:2]1[CH:3]=[N:4][C:5]2[N:6]([N:8]=[C:9]([C:11]([CH3:14])([CH3:13])[CH3:12])[N:10]=2)[CH:7]=1.[C:15]1([C:21]#[CH:22])[CH:20]=[CH:19][CH:18]=[CH:17][CH:16]=1, predict the reaction product. The product is: [C:11]([C:9]1[N:10]=[C:5]2[N:4]=[CH:3][C:2]([C:22]#[C:21][C:15]3[CH:20]=[CH:19][CH:18]=[CH:17][CH:16]=3)=[CH:7][N:6]2[N:8]=1)([CH3:14])([CH3:13])[CH3:12]. (3) The product is: [C:11]([O:15][C:16]([NH:18][C:19]1[CH:24]=[CH:23][CH:22]=[CH:21][C:20]=1[C:5]1[N:4]=[CH:3][C:2]([Br:1])=[CH:10][C:6]=1[C:7]([NH2:28])=[O:9])=[O:17])([CH3:14])([CH3:12])[CH3:13]. Given the reactants [Br:1][C:2]1[CH:3]=[N:4][CH:5]=[C:6]([CH:10]=1)[C:7]([OH:9])=O.[C:11]([O:15][C:16]([NH:18][C:19]1[CH:24]=[CH:23][CH:22]=[CH:21][C:20]=1N)=[O:17])([CH3:14])([CH3:13])[CH3:12].[Cl-].C[NH+:28]1CCOCC1, predict the reaction product. (4) Given the reactants [Br:1][C:2]1[CH:10]=[CH:9][C:5]([C:6](Cl)=[O:7])=[CH:4][CH:3]=1.N1C=CC=CC=1.[CH3:17][N:18]([CH3:24])[CH:19]1[CH2:23][CH2:22][NH:21][CH2:20]1, predict the reaction product. The product is: [Br:1][C:2]1[CH:10]=[CH:9][C:5]([C:6]([N:21]2[CH2:22][CH2:23][CH:19]([N:18]([CH3:24])[CH3:17])[CH2:20]2)=[O:7])=[CH:4][CH:3]=1. (5) Given the reactants [N:1]([CH2:4][C:5](N)=O)=[N+:2]=[N-:3].ClCC[CH2:11][S:12]([NH2:15])(=[O:14])=[O:13], predict the reaction product. The product is: [N:1]([CH2:4][CH2:5][CH2:11][S:12]([NH2:15])(=[O:14])=[O:13])=[N+:2]=[N-:3].